Dataset: Full USPTO retrosynthesis dataset with 1.9M reactions from patents (1976-2016). Task: Predict the reactants needed to synthesize the given product. (1) The reactants are: P(Cl)(Cl)(Cl)=O.[CH3:6][C:7]1[CH2:11][C:10](=[O:12])[N:9]([C:13]2[CH:18]=[CH:17][CH:16]=[CH:15][CH:14]=2)[N:8]=1.O.CN(C)[CH:22]=[O:23]. Given the product [CH3:6][C:7]1[CH:11]([CH:22]=[O:23])[C:10](=[O:12])[N:9]([C:13]2[CH:18]=[CH:17][CH:16]=[CH:15][CH:14]=2)[N:8]=1, predict the reactants needed to synthesize it. (2) Given the product [C:1]([O:5][C:6]([N:8]1[C:16]2[C:11](=[CH:12][CH:13]=[C:14]([NH:17][C:25]3[CH:30]=[CH:29][CH:28]=[CH:27][N:26]=3)[CH:15]=2)[C:10]([C:18]2[CH:23]=[CH:22][CH:21]=[CH:20][CH:19]=2)=[N:9]1)=[O:7])([CH3:4])([CH3:2])[CH3:3], predict the reactants needed to synthesize it. The reactants are: [C:1]([O:5][C:6]([N:8]1[C:16]2[C:11](=[CH:12][CH:13]=[C:14]([NH2:17])[CH:15]=2)[C:10]([C:18]2[CH:23]=[CH:22][CH:21]=[CH:20][CH:19]=2)=[N:9]1)=[O:7])([CH3:4])([CH3:3])[CH3:2].Br[C:25]1[CH:30]=[CH:29][CH:28]=[CH:27][N:26]=1. (3) Given the product [Br:10][C:11]1[CH:16]=[C:15]([O:17][CH2:7][CH3:8])[C:14]([O:18][CH2:19][O:20][CH3:21])=[C:13]([C:22]([CH3:23])([CH3:24])[CH3:25])[CH:12]=1, predict the reactants needed to synthesize it. The reactants are: C(=O)([O-])[O-].[Cs+].[Cs+].[CH2:7](I)[CH3:8].[Br:10][C:11]1[CH:12]=[C:13]([C:22]([CH3:25])([CH3:24])[CH3:23])[C:14]([O:18][CH2:19][O:20][CH3:21])=[C:15]([OH:17])[CH:16]=1.C(OCC)(=O)C. (4) Given the product [Cl:32][C:33]1[CH:34]=[C:35]([S:40]([NH:8][C:7]2[CH:6]=[CH:5][C:4]([F:9])=[C:3]([NH:10][C:11]3[C:16]([C:17]4[N:25]=[CH:24][N:23]=[C:22]5[C:18]=4[N:19]=[CH:20][N:21]5[CH:26]4[CH2:31][CH2:30][CH2:29][CH2:28][O:27]4)=[CH:15][CH:14]=[CH:13][N:12]=3)[C:2]=2[F:1])(=[O:41])=[O:42])[CH:36]=[CH:37][C:38]=1[F:39], predict the reactants needed to synthesize it. The reactants are: [F:1][C:2]1[C:7]([NH2:8])=[CH:6][CH:5]=[C:4]([F:9])[C:3]=1[NH:10][C:11]1[C:16]([C:17]2[N:25]=[CH:24][N:23]=[C:22]3[C:18]=2[N:19]=[CH:20][N:21]3[CH:26]2[CH2:31][CH2:30][CH2:29][CH2:28][O:27]2)=[CH:15][CH:14]=[CH:13][N:12]=1.[Cl:32][C:33]1[CH:34]=[C:35]([S:40](Cl)(=[O:42])=[O:41])[CH:36]=[CH:37][C:38]=1[F:39].N1C=CC=CC=1. (5) Given the product [Br:29][C:13]1[CH:18]=[CH:17][N:16]2[N:19]=[CH:20][C:21]([C:22]([O:24][CH2:25][CH3:26])=[O:23])=[C:15]2[CH:14]=1, predict the reactants needed to synthesize it. The reactants are: N([O-])=O.[Na+].FC(F)(F)C([O-])=O.N[C:13]1[CH:18]=[CH:17][N:16]2[N:19]=[CH:20][C:21]([C:22]([O:24][CH2:25][CH3:26])=[O:23])=[C:15]2[CH:14]=1.[OH-].[Na+].[BrH:29]. (6) The reactants are: [N:1]1([C:5]2[C:10]3=[C:11]([C:15]4[CH:16]=[N:17][N:18]([CH3:20])[CH:19]=4)[N:12]=[C:13]([CH3:14])[N:9]3[N:8]=[CH:7][N:6]=2)[CH2:4][CH2:3][CH2:2]1.Br[C:22]1[CH:27]=[CH:26][C:25]([Cl:28])=[CH:24][CH:23]=1.C(=O)([O-])[O-].[K+].[K+]. Given the product [N:1]1([C:5]2[C:10]3=[C:11]([C:15]4[CH:16]=[N:17][N:18]([CH3:20])[C:19]=4[C:22]4[CH:27]=[CH:26][C:25]([Cl:28])=[CH:24][CH:23]=4)[N:12]=[C:13]([CH3:14])[N:9]3[N:8]=[CH:7][N:6]=2)[CH2:4][CH2:3][CH2:2]1, predict the reactants needed to synthesize it. (7) Given the product [NH2:1][C:4]1[CH:9]=[CH:8][CH:7]=[C:6]([O:10][CH2:11][C:12]([F:14])([F:13])[F:15])[C:5]=1[S:16]([NH2:19])(=[O:18])=[O:17], predict the reactants needed to synthesize it. The reactants are: [N+:1]([C:4]1[CH:9]=[CH:8][CH:7]=[C:6]([O:10][CH2:11][C:12]([F:15])([F:14])[F:13])[C:5]=1[S:16]([NH2:19])(=[O:18])=[O:17])([O-])=O. (8) Given the product [CH3:1][O:2][C:3](=[O:15])[C:4]1[CH:9]=[CH:8][C:7]([C:10]([F:13])([F:12])[F:11])=[CH:6][C:5]=1[O:14][CH:23]([F:29])[F:28], predict the reactants needed to synthesize it. The reactants are: [CH3:1][O:2][C:3](=[O:15])[C:4]1[CH:9]=[CH:8][C:7]([C:10]([F:13])([F:12])[F:11])=[CH:6][C:5]=1[OH:14].C(=O)([O-])[O-].[K+].[K+].Cl[C:23]([F:29])([F:28])C(OC)=O.O. (9) Given the product [CH2:1]([O:8][C:9]1[C:14]([CH:15]=[O:27])=[CH:13][CH:12]=[CH:11][C:10]=1[C:18]1[C:23]([Cl:24])=[CH:22][CH:21]=[CH:20][C:19]=1[Cl:25])[C:2]1[CH:7]=[CH:6][CH:5]=[CH:4][CH:3]=1, predict the reactants needed to synthesize it. The reactants are: [CH2:1]([O:8][C:9]1[C:14]([CH:15]=CC)=[CH:13][CH:12]=[CH:11][C:10]=1[C:18]1[C:23]([Cl:24])=[CH:22][CH:21]=[CH:20][C:19]=1[Cl:25])[C:2]1[CH:7]=[CH:6][CH:5]=[CH:4][CH:3]=1.I([O-])(=O)(=O)=[O:27].[Na+]. (10) Given the product [CH3:9][N:6]1[CH2:7][CH2:8][CH:3]([C:2]([Cl:1])=[O:24])[CH2:4][CH2:5]1, predict the reactants needed to synthesize it. The reactants are: [Cl:1][CH:2](C1C=CC(Cl)=CC=1)[CH:3]1[CH2:8][CH2:7][N:6]([CH3:9])[CH2:5][CH2:4]1.N1CCNCC1.C([O-])([O-])=[O:24].[K+].[K+].